Regression. Given two drug SMILES strings and cell line genomic features, predict the synergy score measuring deviation from expected non-interaction effect. From a dataset of NCI-60 drug combinations with 297,098 pairs across 59 cell lines. (1) Drug 1: C1CC(C1)(C(=O)O)C(=O)O.[NH2-].[NH2-].[Pt+2]. Drug 2: C1=NC(=NC(=O)N1C2C(C(C(O2)CO)O)O)N. Cell line: SF-539. Synergy scores: CSS=20.2, Synergy_ZIP=-9.14, Synergy_Bliss=-5.27, Synergy_Loewe=-29.2, Synergy_HSA=-3.15. (2) Drug 1: C1=NC2=C(N1)C(=S)N=C(N2)N. Drug 2: C1C(C(OC1N2C=NC3=C(N=C(N=C32)Cl)N)CO)O. Cell line: SK-MEL-28. Synergy scores: CSS=12.0, Synergy_ZIP=-4.13, Synergy_Bliss=1.26, Synergy_Loewe=-2.15, Synergy_HSA=-0.615. (3) Drug 1: CC1C(C(CC(O1)OC2CC(CC3=C2C(=C4C(=C3O)C(=O)C5=C(C4=O)C(=CC=C5)OC)O)(C(=O)C)O)N)O.Cl. Drug 2: CN(CC1=CN=C2C(=N1)C(=NC(=N2)N)N)C3=CC=C(C=C3)C(=O)NC(CCC(=O)O)C(=O)O. Cell line: CCRF-CEM. Synergy scores: CSS=57.0, Synergy_ZIP=1.67, Synergy_Bliss=1.17, Synergy_Loewe=-4.92, Synergy_HSA=3.05. (4) Drug 1: CNC(=O)C1=NC=CC(=C1)OC2=CC=C(C=C2)NC(=O)NC3=CC(=C(C=C3)Cl)C(F)(F)F. Drug 2: CC1C(C(CC(O1)OC2CC(CC3=C2C(=C4C(=C3O)C(=O)C5=C(C4=O)C(=CC=C5)OC)O)(C(=O)CO)O)N)O.Cl. Cell line: M14. Synergy scores: CSS=39.5, Synergy_ZIP=-1.09, Synergy_Bliss=2.38, Synergy_Loewe=-16.5, Synergy_HSA=1.69.